From a dataset of Full USPTO retrosynthesis dataset with 1.9M reactions from patents (1976-2016). Predict the reactants needed to synthesize the given product. (1) Given the product [Br:11][CH2:12][C:13]1[CH:22]=[C:21]([N+:23]([O-:25])=[O:24])[CH:20]=[CH:19][C:14]=1[C:15]([O:17][CH3:18])=[O:16].[N+:23]([C:21]1[CH:20]=[CH:19][CH:14]=[C:13]([CH3:12])[C:22]=1[C:6]([OH:7])=[O:36])([O-:25])=[O:24].[Br:11][N:5]1[C:6](=[O:7])[CH2:8][CH2:1][C:3]1=[O:4], predict the reactants needed to synthesize it. The reactants are: [CH2:1]1[CH:8](N)[C:6](=[O:7])[NH:5][C:3](=[O:4])C1.Cl.[Br:11][CH2:12][C:13]1[CH:22]=[C:21]([N+:23]([O-:25])=[O:24])[CH:20]=[CH:19][C:14]=1[C:15]([O:17][CH3:18])=[O:16].C(N(CC)CC)C.CN(C)C=[O:36]. (2) The reactants are: [CH3:1][CH:2]([CH3:31])[CH2:3][C:4]([C:21]1[CH:30]=[CH:29][C:24]([C:25]([O:27]C)=[O:26])=[CH:23][CH:22]=1)=[CH:5][C:6]1[CH:11]=[CH:10][C:9]([N:12]2[CH:16]=[C:15]([C:17]([F:20])([F:19])[F:18])[CH:14]=[N:13]2)=[CH:8][CH:7]=1.[OH-].[Na+]. Given the product [CH3:1][CH:2]([CH3:31])[CH2:3][C:4]([C:21]1[CH:22]=[CH:23][C:24]([C:25]([OH:27])=[O:26])=[CH:29][CH:30]=1)=[CH:5][C:6]1[CH:7]=[CH:8][C:9]([N:12]2[CH:16]=[C:15]([C:17]([F:20])([F:18])[F:19])[CH:14]=[N:13]2)=[CH:10][CH:11]=1, predict the reactants needed to synthesize it.